From a dataset of NCI-60 drug combinations with 297,098 pairs across 59 cell lines. Regression. Given two drug SMILES strings and cell line genomic features, predict the synergy score measuring deviation from expected non-interaction effect. (1) Cell line: UO-31. Synergy scores: CSS=17.0, Synergy_ZIP=-6.92, Synergy_Bliss=-4.01, Synergy_Loewe=-1.59, Synergy_HSA=-1.19. Drug 2: CC1=C2C(C(=O)C3(C(CC4C(C3C(C(C2(C)C)(CC1OC(=O)C(C(C5=CC=CC=C5)NC(=O)OC(C)(C)C)O)O)OC(=O)C6=CC=CC=C6)(CO4)OC(=O)C)O)C)O. Drug 1: CN(C)N=NC1=C(NC=N1)C(=O)N. (2) Drug 1: CCCS(=O)(=O)NC1=C(C(=C(C=C1)F)C(=O)C2=CNC3=C2C=C(C=N3)C4=CC=C(C=C4)Cl)F. Drug 2: COC1=CC(=CC(=C1O)OC)C2C3C(COC3=O)C(C4=CC5=C(C=C24)OCO5)OC6C(C(C7C(O6)COC(O7)C8=CC=CS8)O)O. Cell line: NCI/ADR-RES. Synergy scores: CSS=-1.04, Synergy_ZIP=0.0422, Synergy_Bliss=-2.59, Synergy_Loewe=-4.24, Synergy_HSA=-3.73.